This data is from NCI-60 drug combinations with 297,098 pairs across 59 cell lines. The task is: Regression. Given two drug SMILES strings and cell line genomic features, predict the synergy score measuring deviation from expected non-interaction effect. Drug 1: CCCS(=O)(=O)NC1=C(C(=C(C=C1)F)C(=O)C2=CNC3=C2C=C(C=N3)C4=CC=C(C=C4)Cl)F. Drug 2: C1CNP(=O)(OC1)N(CCCl)CCCl. Cell line: SR. Synergy scores: CSS=8.20, Synergy_ZIP=-4.32, Synergy_Bliss=-7.92, Synergy_Loewe=-21.4, Synergy_HSA=-8.76.